The task is: Predict the product of the given reaction.. This data is from Forward reaction prediction with 1.9M reactions from USPTO patents (1976-2016). Given the reactants C1(P(CCC)C2C=CC=CC=2)C=CC=CC=1.[OH:17][CH:18]1[CH:23]([C:24]2[CH:29]=[CH:28][C:27](OS(C(F)(F)F)(=O)=O)=[CH:26][CH:25]=2)[CH2:22][CH2:21][N:20]([C:38]([O:40][C:41]([CH3:44])([CH3:43])[CH3:42])=[O:39])[CH2:19]1.C(N(CC)CC)C.[C]=O, predict the reaction product. The product is: [OH:17][CH:18]1[CH:23]([C:24]2[CH:29]=[CH:28][C:27]([C:38]([O:40][CH3:41])=[O:39])=[CH:26][CH:25]=2)[CH2:22][CH2:21][N:20]([C:38]([O:40][C:41]([CH3:44])([CH3:43])[CH3:42])=[O:39])[CH2:19]1.